This data is from Catalyst prediction with 721,799 reactions and 888 catalyst types from USPTO. The task is: Predict which catalyst facilitates the given reaction. (1) Reactant: [S:1]1[C:5]2[C:6]3[CH:14]=[CH:13][C:12]([C:15]#[N:16])=[CH:11][C:7]=3[O:8][CH2:9][CH2:10][C:4]=2[CH:3]=[CH:2]1.C1C(=O)N([Br:24])C(=O)C1. Product: [Br:24][C:2]1[S:1][C:5]2[C:6]3[CH:14]=[CH:13][C:12]([C:15]#[N:16])=[CH:11][C:7]=3[O:8][CH2:9][CH2:10][C:4]=2[CH:3]=1. The catalyst class is: 31. (2) Reactant: [C:1](Cl)(=[O:4])[CH:2]=[CH2:3].[CH2:6]([O:8][C:9](=[O:17])[C:10]1[CH:15]=[CH:14][C:13]([NH2:16])=[CH:12][CH:11]=1)[CH3:7].C(N(CC)CC)C. Product: [CH2:6]([O:8][C:9](=[O:17])[C:10]1[CH:15]=[CH:14][C:13]([NH:16][C:1](=[O:4])[CH:2]=[CH2:3])=[CH:12][CH:11]=1)[CH3:7]. The catalyst class is: 4. (3) Reactant: C1(C)C=CC(S(O[CH:11]([CH3:18])[CH2:12][CH2:13][O:14][C:15](=[O:17])[CH3:16])(=O)=O)=CC=1.[OH:20][C:21]1[C:22]([C:31]([C:33]2[CH:38]=[CH:37][CH:36]=[CH:35][CH:34]=2)=[O:32])=[CH:23][C:24]2[C:29]([CH:30]=1)=[CH:28][CH:27]=[CH:26][CH:25]=2.C(=O)([O-])[O-].[Cs+].[Cs+]. Product: [C:31]([C:22]1[C:21]([O:20][CH:11]([CH3:18])[CH2:12][CH2:13][O:14][C:15](=[O:17])[CH3:16])=[CH:30][C:29]2[C:24]([CH:23]=1)=[CH:25][CH:26]=[CH:27][CH:28]=2)(=[O:32])[C:33]1[CH:38]=[CH:37][CH:36]=[CH:35][CH:34]=1. The catalyst class is: 369. (4) Reactant: [Cl:1][C:2]1[C:7]([N:8]2[CH2:13][CH2:12][N:11]3[CH2:14][C@H:15]([OH:17])[CH2:16][C@H:10]3[CH2:9]2)=[CH:6][C:5]([C:18]#[N:19])=[CH:4][C:3]=1[NH:20]C(=O)OC(C)(C)C.C(O)(C(F)(F)F)=O.ClC(Cl)C. Product: [NH2:20][C:3]1[CH:4]=[C:5]([CH:6]=[C:7]([N:8]2[CH2:13][CH2:12][N:11]3[CH2:14][C@H:15]([OH:17])[CH2:16][C@H:10]3[CH2:9]2)[C:2]=1[Cl:1])[C:18]#[N:19]. The catalyst class is: 4. (5) Product: [CH2:1]([O:3][C:4](=[O:27])[C:5]([O:8][C:9]1[CH:14]=[CH:13][C:12]([O:15][CH2:16][C:17]2[CH:22]=[CH:21][CH:20]=[CH:19][CH:18]=2)=[CH:11][C:10]=1[CH2:23][C:24](=[O:25])[NH2:36])([CH3:7])[CH3:6])[CH3:2]. The catalyst class is: 3. Reactant: [CH2:1]([O:3][C:4](=[O:27])[C:5]([O:8][C:9]1[CH:14]=[CH:13][C:12]([O:15][CH2:16][C:17]2[CH:22]=[CH:21][CH:20]=[CH:19][CH:18]=2)=[CH:11][C:10]=1[CH2:23][C:24](O)=[O:25])([CH3:7])[CH3:6])[CH3:2].[Cl-].[NH4+].C(Cl)CCl.O.O[N:36]1C2C=CC=CC=2N=N1.C(N(C(C)C)C(C)C)C. (6) Reactant: [Cl:1][C:2]1[CH:3]=[C:4]([N:10]2[CH:22]([CH:23]3[CH2:27][CH2:26][CH2:25][CH2:24]3)[CH:21]3[C:12]([C:13]4[CH:14]=[CH:15][C:16]([C:28](O)=[O:29])=[N:17][C:18]=4[CH2:19][CH2:20]3)=[N:11]2)[CH:5]=[CH:6][C:7]=1[C:8]#[N:9].Cl.[CH3:32][N:33]1[CH2:37][CH2:36][C@@H:35]([NH2:38])[CH2:34]1.CCN(C(C)C)C(C)C.CN(C(ON1N=NC2C=CC=NC1=2)=[N+](C)C)C.F[P-](F)(F)(F)(F)F. Product: [Cl:1][C:2]1[CH:3]=[C:4]([N:10]2[CH:22]([CH:23]3[CH2:24][CH2:25][CH2:26][CH2:27]3)[CH:21]3[C:12]([C:13]4[CH:14]=[CH:15][C:16]([C:28]([NH:38][C@@H:35]5[CH2:36][CH2:37][N:33]([CH3:32])[CH2:34]5)=[O:29])=[N:17][C:18]=4[CH2:19][CH2:20]3)=[N:11]2)[CH:5]=[CH:6][C:7]=1[C:8]#[N:9]. The catalyst class is: 139.